This data is from NCI-60 drug combinations with 297,098 pairs across 59 cell lines. The task is: Regression. Given two drug SMILES strings and cell line genomic features, predict the synergy score measuring deviation from expected non-interaction effect. (1) Drug 1: C1CN1C2=NC(=NC(=N2)N3CC3)N4CC4. Drug 2: C1=NC2=C(N1)C(=S)N=CN2. Cell line: OVCAR-8. Synergy scores: CSS=45.0, Synergy_ZIP=-10.2, Synergy_Bliss=-0.655, Synergy_Loewe=2.38, Synergy_HSA=4.40. (2) Drug 1: CC1=C(C=C(C=C1)NC2=NC=CC(=N2)N(C)C3=CC4=NN(C(=C4C=C3)C)C)S(=O)(=O)N.Cl. Drug 2: CC1C(C(CC(O1)OC2CC(CC3=C2C(=C4C(=C3O)C(=O)C5=C(C4=O)C(=CC=C5)OC)O)(C(=O)CO)O)N)O.Cl. Cell line: HOP-62. Synergy scores: CSS=44.3, Synergy_ZIP=0.154, Synergy_Bliss=-0.310, Synergy_Loewe=-5.77, Synergy_HSA=2.34. (3) Drug 1: CCC1(CC2CC(C3=C(CCN(C2)C1)C4=CC=CC=C4N3)(C5=C(C=C6C(=C5)C78CCN9C7C(C=CC9)(C(C(C8N6C)(C(=O)OC)O)OC(=O)C)CC)OC)C(=O)OC)O.OS(=O)(=O)O. Drug 2: C1=CC=C(C=C1)NC(=O)CCCCCCC(=O)NO. Cell line: MDA-MB-231. Synergy scores: CSS=4.16, Synergy_ZIP=1.96, Synergy_Bliss=3.38, Synergy_Loewe=-3.03, Synergy_HSA=-2.10. (4) Drug 2: C1=NC2=C(N1)C(=S)N=CN2. Drug 1: CN(CC1=CN=C2C(=N1)C(=NC(=N2)N)N)C3=CC=C(C=C3)C(=O)NC(CCC(=O)O)C(=O)O. Synergy scores: CSS=52.7, Synergy_ZIP=10.7, Synergy_Bliss=11.8, Synergy_Loewe=9.32, Synergy_HSA=11.5. Cell line: SN12C.